Predict the reactants needed to synthesize the given product. From a dataset of Full USPTO retrosynthesis dataset with 1.9M reactions from patents (1976-2016). (1) Given the product [Cl:9][C:10]1[CH:15]=[CH:14][C:13]([O:1][C@@H:2]([CH2:7][CH3:8])[C:3]([O:5][CH3:6])=[O:4])=[CH:12][C:11]=1[CH3:17], predict the reactants needed to synthesize it. The reactants are: [OH:1][C@H:2]([CH2:7][CH3:8])[C:3]([O:5][CH3:6])=[O:4].[Cl:9][C:10]1[CH:15]=[CH:14][C:13](O)=[CH:12][C:11]=1[CH3:17]. (2) Given the product [C:1]([O:5][C:6]([NH:8][C@:9]1([C:14]([NH:30][S:31]([N:19]([CH3:23])[CH3:17])(=[O:33])=[O:32])=[O:16])[CH2:11][C@H:10]1[CH:12]=[CH2:13])=[O:7])([CH3:4])([CH3:3])[CH3:2], predict the reactants needed to synthesize it. The reactants are: [C:1]([O:5][C:6]([NH:8][C@:9]1([C:14]([OH:16])=O)[CH2:11][C@H:10]1[CH:12]=[CH2:13])=[O:7])([CH3:4])([CH3:3])[CH3:2].[C:17](N1C=CN=C1)([N:19]1[CH:23]=CN=C1)=O.C[NH:30][S:31](NC)(=[O:33])=[O:32].C1CCN2C(=NCCC2)CC1. (3) Given the product [C:28]([C:25]1[CH:26]=[CH:27][C:22]([N:1]2[CH2:2][CH2:3][CH:4]([O:7][CH:8]3[CH2:9][CH2:10][N:11]([C:14]([O:16][C:17]([CH3:20])([CH3:19])[CH3:18])=[O:15])[CH2:12][CH2:13]3)[CH2:5][CH2:6]2)=[N:23][CH:24]=1)#[N:29], predict the reactants needed to synthesize it. The reactants are: [NH:1]1[CH2:6][CH2:5][CH:4]([O:7][CH:8]2[CH2:13][CH2:12][N:11]([C:14]([O:16][C:17]([CH3:20])([CH3:19])[CH3:18])=[O:15])[CH2:10][CH2:9]2)[CH2:3][CH2:2]1.Cl[C:22]1[CH:27]=[CH:26][C:25]([C:28]#[N:29])=[CH:24][N:23]=1.C(=O)([O-])[O-].[K+].[K+]. (4) Given the product [C:24]1([NH:23][C:13]([CH:10]2[CH2:9][CH2:8][N:7]([C:1]3[CH:2]=[CH:3][CH:4]=[CH:5][CH:6]=3)[CH2:12][CH2:11]2)=[O:15])[C:33]2[C:28](=[CH:29][CH:30]=[CH:31][CH:32]=2)[CH:27]=[CH:26][N:25]=1, predict the reactants needed to synthesize it. The reactants are: [C:1]1([N:7]2[CH2:12][CH2:11][CH:10]([C:13]([OH:15])=O)[CH2:9][CH2:8]2)[CH:6]=[CH:5][CH:4]=[CH:3][CH:2]=1.BrC1C=CC=CC=1.[NH2:23][C:24]1[C:33]2[C:28](=[CH:29][CH:30]=[CH:31][CH:32]=2)[CH:27]=[CH:26][N:25]=1.